Dataset: Forward reaction prediction with 1.9M reactions from USPTO patents (1976-2016). Task: Predict the product of the given reaction. (1) Given the reactants [CH2:1]([O:3][C:4]1[C:5]([CH3:16])=[N:6][CH:7]=[CH:8][C:9]=1[O:10][CH2:11][CH2:12][O:13][CH2:14][CH3:15])[CH3:2].C1C=C(Cl)C=C(C(OO)=[O:25])C=1, predict the reaction product. The product is: [CH2:1]([O:3][C:4]1[C:5]([CH:16]=[O:25])=[N:6][CH:7]=[CH:8][C:9]=1[O:10][CH2:11][CH2:12][O:13][CH2:14][CH3:15])[CH3:2]. (2) Given the reactants [C:1](#[N:5])[CH2:2][C:3]#[N:4].[H-].[Na+].[F:8][C:9]1[CH:17]=[CH:16][C:12]([C:13](Cl)=[O:14])=[CH:11][CH:10]=1.Cl, predict the reaction product. The product is: [F:8][C:9]1[CH:17]=[CH:16][C:12]([C:13]([CH:2]([C:1]#[N:5])[C:3]#[N:4])=[O:14])=[CH:11][CH:10]=1. (3) Given the reactants [CH3:1][C:2]1[C:6]([C:7]([NH:9][N:10]2[CH2:15][CH2:14][CH2:13][CH2:12][CH2:11]2)=[O:8])=[N:5][N:4]([C:16]2[CH:17]=[CH:18][C:19]([Cl:23])=[CH:20][C:21]=2[Cl:22])[C:3]=1[C:24]1[CH:25]=[CH:26][C:27]([Cl:30])=[CH:28][CH:29]=1.C[Si](C)(C)[Cl:33].Cl[SiH3], predict the reaction product. The product is: [CH3:1][C:2]1[C:6]([C:7]([NH:9][N:10]2[CH2:11][CH2:12][CH2:13][CH2:14][CH2:15]2)=[O:8])=[N:5][N:4]([C:16]2[CH:17]=[CH:18][C:19]([Cl:23])=[CH:20][C:21]=2[Cl:22])[C:3]=1[C:24]1[CH:25]=[CH:26][C:27]([Cl:30])=[CH:28][CH:29]=1.[ClH:33]. (4) Given the reactants C([O:3][C:4]([C:6]1[NH:7][C:8]2[C:13]([CH:14]=1)=[CH:12][C:11]([C:15]1[CH:20]=[CH:19][C:18]([C:21]([CH3:24])([CH3:23])[CH3:22])=[CH:17][CH:16]=1)=[CH:10][CH:9]=2)=[O:5])C.[N:25]1[C:34]2[C:29](=[CH:30][CH:31]=[CH:32][CH:33]=2)[CH:28]=[C:27](B(O)O)[CH:26]=1, predict the reaction product. The product is: [C:21]([C:18]1[CH:17]=[CH:16][C:15]([C:11]2[CH:12]=[C:13]3[C:8](=[CH:9][CH:10]=2)[N:7]([C:27]2[CH:26]=[N:25][C:34]4[C:29]([CH:28]=2)=[CH:30][CH:31]=[CH:32][CH:33]=4)[C:6]([C:4]([OH:5])=[O:3])=[CH:14]3)=[CH:20][CH:19]=1)([CH3:24])([CH3:22])[CH3:23]. (5) Given the reactants [CH2:1]([O:3][C:4]1[CH:9]=[CH:8][CH:7]=[CH:6][C:5]=1[N:10]1[C:15](=[O:16])[C:14]2[CH:17]=[N:18][N:19]([C:20]3[CH:25]=[CH:24][CH:23]=[CH:22][CH:21]=3)[C:13]=2[N:12]=[C:11]1[CH2:26][CH3:27])[CH3:2].BrN1C(=O)CCC1=O.[NH:36]1[CH2:41][CH2:40][NH:39][CH2:38][CH2:37]1.[Cl:42][C:43]1[CH:53]=[CH:52][C:46]([O:47][CH2:48][C:49](Cl)=[O:50])=[CH:45][CH:44]=1, predict the reaction product. The product is: [Cl:42][C:43]1[CH:53]=[CH:52][C:46]([O:47][CH2:48][C:49]([N:36]2[CH2:41][CH2:40][N:39]([CH:26]([C:11]3[N:10]([C:5]4[CH:6]=[CH:7][CH:8]=[CH:9][C:4]=4[O:3][CH2:1][CH3:2])[C:15](=[O:16])[C:14]4[CH:17]=[N:18][N:19]([C:20]5[CH:25]=[CH:24][CH:23]=[CH:22][CH:21]=5)[C:13]=4[N:12]=3)[CH3:27])[CH2:38][CH2:37]2)=[O:50])=[CH:45][CH:44]=1. (6) Given the reactants [CH3:1][O:2][C:3]1[CH:28]=[CH:27][C:6]([CH2:7][N:8]([C:22]2[S:23][CH:24]=[CH:25][N:26]=2)[S:9]([C:12]2[CH:13]=[CH:14][C:15]3[NH:20][CH2:19][CH2:18][O:17][C:16]=3[CH:21]=2)(=[O:11])=[O:10])=[CH:5][CH:4]=1.I[C:30]1[CH:35]=[CH:34][CH:33]=[CH:32][C:31]=1[CH:36]1[CH2:41][CH2:40][O:39][CH2:38][CH2:37]1.CC(C)([O-])C.[Na+].CC1(C)C2C(=C(P(C3C=CC=CC=3)C3C=CC=CC=3)C=CC=2)OC2C(P(C3C=CC=CC=3)C3C=CC=CC=3)=CC=CC1=2, predict the reaction product. The product is: [CH3:1][O:2][C:3]1[CH:4]=[CH:5][C:6]([CH2:7][N:8]([C:22]2[S:23][CH:24]=[CH:25][N:26]=2)[S:9]([C:12]2[CH:13]=[CH:14][C:15]3[N:20]([C:30]4[CH:35]=[CH:34][CH:33]=[CH:32][C:31]=4[CH:36]4[CH2:41][CH2:40][O:39][CH2:38][CH2:37]4)[CH2:19][CH2:18][O:17][C:16]=3[CH:21]=2)(=[O:11])=[O:10])=[CH:27][CH:28]=1. (7) Given the reactants [OH:1][C:2]([C:4]([F:7])([F:6])[F:5])=[O:3].[F:8][C:9]1[CH:35]=[C:34]([F:36])[CH:33]=[CH:32][C:10]=1[O:11][CH:12]1[CH2:17][CH2:16][N:15]([C:18]2[N:23]=[C:22]3[CH2:24][NH:25][CH2:26][CH2:27][C:21]3=[N:20][C:19]=2[NH:28][CH:29]([CH3:31])[CH3:30])[CH2:14][CH2:13]1.C(N(CC)CC)C.[C:44](Cl)(=[O:47])[O:45][CH3:46], predict the reaction product. The product is: [F:8][C:9]1[CH:35]=[C:34]([F:36])[CH:33]=[CH:32][C:10]=1[O:11][CH:12]1[CH2:13][CH2:14][N:15]([C:18]2[N:23]=[C:22]3[CH2:24][N:25]([C:44]([O:45][CH3:46])=[O:47])[CH2:26][CH2:27][C:21]3=[N:20][C:19]=2[NH:28][CH:29]([CH3:31])[CH3:30])[CH2:16][CH2:17]1.[C:2]([OH:3])([C:4]([F:7])([F:6])[F:5])=[O:1].